The task is: Predict the product of the given reaction.. This data is from Forward reaction prediction with 1.9M reactions from USPTO patents (1976-2016). (1) Given the reactants FC1C=C([C:10]2[CH:15]=[CH:14][CH:13]=[CH:12][C:11]=2[NH:16][C:17]([C:19]2[C:20]([C:25]([F:28])([F:27])[F:26])=[N:21][N:22]([CH3:24])[CH:23]=2)=[O:18])C=C(F)C=1F.F[C:30]1[CH:31]=[C:32]([C:38]2C=CC=CC=2NC(C2C(C(F)F)=NN(C)C=2)=O)[CH:33]=[C:34](F)[C:35]=1[F:36].FC1C=C(F)C(F)=CC=1C1C=CC=CC=1NC(C1C(C(F)F)=NN(C)C=1)=O.FC1C=C(C2C=CC=CC=2NC(C2C([Cl:109])=NN(C)C=2CF)=O)C=C(F)C=1F.FC(F)(OC1C=CC=CC=1NC(C1C(C(F)(F)F)=NN(C)C=1)=O)C(F)C(F)(F)F.FC(F)(OC1C=CC=CC=1NC(C1C(C(F)F)=NN(C)C=1)=O)C(F)C(F)(F)F.ClC(F)C(F)(F)OC1C=CC=CC=1NC(C1C(C(F)(F)F)=NN(C)C=1)=O.ClC(F)C(F)(F)OC1C=CC=CC=1NC(C1C(C(F)F)=NN(C)C=1)=O.FC(F)(OC1C=CC=CC=1NC(C1C(C(F)F)=NN(C)C=1)=O)C(F)F.FC(F)(OC1C=CC=CC=1NC(C1C(C(F)(F)F)=NN(C)C=1)=O)C(F)F.FC(F)(F)SC1C=CC(C2C=CC=CC=2NC(C2C(C(F)F)=NN(C)C=2)=O)=CC=1.FC(F)(F)SC1C=CC(C2C=CC=CC=2NC(C2C(C(F)(F)F)=NN(C)C=2)=O)=CC=1, predict the reaction product. The product is: [F:36][C:35]1[CH:34]=[C:33]([Cl:109])[C:32]([CH3:38])=[CH:31][C:30]=1[C:10]1[CH:15]=[CH:14][CH:13]=[CH:12][C:11]=1[NH:16][C:17]([C:19]1[C:20]([C:25]([F:26])([F:27])[F:28])=[N:21][N:22]([CH3:24])[CH:23]=1)=[O:18]. (2) Given the reactants [F:1][C:2]([F:24])([F:23])[C:3]([N:5]([C@@H:13]1[CH2:15][C@H:14]1[C:16]1[CH:21]=[CH:20][C:19]([I:22])=[CH:18][CH:17]=1)[CH2:6][CH:7]1[CH2:12][CH2:11][NH:10][CH2:9][CH2:8]1)=[O:4].[CH:25](=O)[C:26]1[CH:31]=[CH:30][CH:29]=[CH:28][CH:27]=1.C(O[BH-](OC(=O)C)OC(=O)C)(=O)C.[Na+], predict the reaction product. The product is: [CH2:25]([N:10]1[CH2:11][CH2:12][CH:7]([CH2:6][N:5]([C@@H:13]2[CH2:15][C@H:14]2[C:16]2[CH:21]=[CH:20][C:19]([I:22])=[CH:18][CH:17]=2)[C:3](=[O:4])[C:2]([F:23])([F:1])[F:24])[CH2:8][CH2:9]1)[C:26]1[CH:31]=[CH:30][CH:29]=[CH:28][CH:27]=1. (3) The product is: [CH3:21][C:12]([CH:11]1[C:5]2[C:6](=[N:7][C:2]([C:38]3[CH:43]=[CH:42][CH:41]=[CH:40][CH:39]=3)=[CH:3][CH:4]=2)[O:8][C:9]2[N:26]=[C:25]([C:27]3[CH:37]=[CH:36][C:30]([C:31]([N:33]([CH3:35])[CH3:34])=[O:32])=[CH:29][CH:28]=3)[CH:24]=[CH:23][C:10]1=2)([CH3:22])[C:13](=[O:20])[NH:14][C:15]1[S:16][CH:17]=[N:18][N:19]=1. Given the reactants Cl[C:2]1[N:7]=[C:6]2[O:8][C:9]3[N:26]=[C:25]([C:27]4[CH:37]=[CH:36][C:30]([C:31]([N:33]([CH3:35])[CH3:34])=[O:32])=[CH:29][CH:28]=4)[CH:24]=[CH:23][C:10]=3[CH:11]([C:12]([CH3:22])([CH3:21])[C:13](=[O:20])[NH:14][C:15]3[S:16][CH:17]=[N:18][N:19]=3)[C:5]2=[CH:4][CH:3]=1.[C:38]1(B(O)O)[CH:43]=[CH:42][CH:41]=[CH:40][CH:39]=1, predict the reaction product. (4) Given the reactants [N:1]1[CH:6]=[CH:5][CH:4]=[CH:3][C:2]=1[C:7]1[N:8]=[C:9]([O:16][C@H:17]2[CH2:21][NH:20][C@H:19]([C:22]([NH:24][C@:25]3([C:30]([O:32][CH3:33])=[O:31])[CH2:27][C@H:26]3[CH:28]=[CH2:29])=[O:23])[CH2:18]2)[C:10]2[S:15][CH:14]=[CH:13][C:11]=2[N:12]=1.[C:34]([O:38][C:39]([NH:41][C@@H:42]([CH2:46][CH2:47][CH2:48][CH2:49][CH2:50][CH:51]=[CH2:52])[C:43](O)=[O:44])=[O:40])([CH3:37])([CH3:36])[CH3:35].C(N(CC)CC)C.CN(C(ON1N=NC2C=CC=NC1=2)=[N+](C)C)C.F[P-](F)(F)(F)(F)F.C(=O)(O)[O-].[Na+], predict the reaction product. The product is: [C:34]([O:38][C:39]([NH:41][C@@H:42]([CH2:46][CH2:47][CH2:48][CH2:49][CH2:50][CH:51]=[CH2:52])[C:43]([N:20]1[CH2:21][C@H:17]([O:16][C:9]2[C:10]3[S:15][CH:14]=[CH:13][C:11]=3[N:12]=[C:7]([C:2]3[CH:3]=[CH:4][CH:5]=[CH:6][N:1]=3)[N:8]=2)[CH2:18][C@H:19]1[C:22]([NH:24][C@:25]1([C:30]([O:32][CH3:33])=[O:31])[CH2:27][C@H:26]1[CH:28]=[CH2:29])=[O:23])=[O:44])=[O:40])([CH3:37])([CH3:36])[CH3:35]. (5) Given the reactants Cl[C:2]1[N:10]=[C:9]2[C:5]([N:6]=[C:7]([CH2:12][N:13]3[CH2:18][CH2:17][CH:16]([C:19]([OH:22])([CH3:21])[CH3:20])[CH2:15][CH2:14]3)[N:8]2[CH3:11])=[C:4]([N:23]2[CH2:28][CH2:27][O:26][CH2:25][C@@H:24]2[CH3:29])[N:3]=1.[CH2:30]([C:32]1[NH:33][C:34]2[CH:40]=[CH:39][CH:38]=[CH:37][C:35]=2[N:36]=1)[CH3:31].CC(C1C=C(C(C)C)C(C2C=CC=CC=2P(C2CCCCC2)C2CCCCC2)=C(C(C)C)C=1)C.C([O-])([O-])=O.[Cs+].[Cs+], predict the reaction product. The product is: [CH2:30]([C:32]1[N:33]([C:2]2[N:10]=[C:9]3[C:5]([N:6]=[C:7]([CH2:12][N:13]4[CH2:18][CH2:17][CH:16]([C:19]([OH:22])([CH3:21])[CH3:20])[CH2:15][CH2:14]4)[N:8]3[CH3:11])=[C:4]([N:23]3[CH2:28][CH2:27][O:26][CH2:25][C@@H:24]3[CH3:29])[N:3]=2)[C:34]2[CH:40]=[CH:39][CH:38]=[CH:37][C:35]=2[N:36]=1)[CH3:31]. (6) Given the reactants Cl[C:2]1[C:3]2[C:10]([I:11])=[CH:9][N:8]([CH:12]3[CH2:15][CH2:14][CH2:13]3)[C:4]=2[N:5]=[CH:6][N:7]=1.CCN(C(C)C)C(C)C.[CH2:25]([NH2:34])[C:26]1[CH:33]=[CH:32][C:29]([O:30][CH3:31])=[CH:28][CH:27]=1, predict the reaction product. The product is: [CH:12]1([N:8]2[C:4]3[N:5]=[CH:6][N:7]=[C:2]([NH:34][CH2:25][C:26]4[CH:33]=[CH:32][C:29]([O:30][CH3:31])=[CH:28][CH:27]=4)[C:3]=3[C:10]([I:11])=[CH:9]2)[CH2:15][CH2:14][CH2:13]1. (7) Given the reactants [F:1][C:2]([F:9])([F:8])[C:3]1[CH:7]=[CH:6][NH:5][N:4]=1.Cl[C:11]1[C:16]([Cl:17])=[CH:15][CH:14]=[CH:13][N:12]=1.C(=O)([O-])[O-].[K+].[K+], predict the reaction product. The product is: [Cl:17][C:16]1[C:11]([N:5]2[CH:6]=[CH:7][C:3]([C:2]([F:9])([F:8])[F:1])=[N:4]2)=[N:12][CH:13]=[CH:14][CH:15]=1. (8) Given the reactants [CH2:1]([N:3]1[N:7]=[N:6][C:5]([CH2:8][N:9]2[C:14]3[CH:15]=[C:16]([C:18]4[CH:23]=[CH:22][C:21]([F:24])=[CH:20][CH:19]=4)[S:17][C:13]=3[C:12](=[O:25])[N:11]([CH:26]3[CH2:31][CH2:30][N:29](C(OC(C)(C)C)=O)[CH2:28][CH2:27]3)[C:10]2=[O:39])=[N:4]1)[CH3:2].[ClH:40], predict the reaction product. The product is: [ClH:40].[CH2:1]([N:3]1[N:7]=[N:6][C:5]([CH2:8][N:9]2[C:14]3[CH:15]=[C:16]([C:18]4[CH:19]=[CH:20][C:21]([F:24])=[CH:22][CH:23]=4)[S:17][C:13]=3[C:12](=[O:25])[N:11]([CH:26]3[CH2:31][CH2:30][NH:29][CH2:28][CH2:27]3)[C:10]2=[O:39])=[N:4]1)[CH3:2]. (9) The product is: [C:1]([O:4][C@H:5]([C:34]1[CH:39]=[CH:38][C:37]([F:40])=[CH:36][CH:35]=1)[CH2:6][CH2:7][C@H:8]1[C:11](=[O:12])[N:10]([C:13]2[CH:18]=[CH:17][C:16]([C:43]#[C:42][CH2:41][NH:44][S:45]([CH3:48])(=[O:47])=[O:46])=[CH:15][CH:14]=2)[C@@H:9]1[C:20]1[CH:25]=[CH:24][C:23]([O:26][Si:27]([C:30]([CH3:33])([CH3:32])[CH3:31])([CH3:29])[CH3:28])=[CH:22][CH:21]=1)(=[O:3])[CH3:2]. Given the reactants [C:1]([O:4][C@H:5]([C:34]1[CH:39]=[CH:38][C:37]([F:40])=[CH:36][CH:35]=1)[CH2:6][CH2:7][C@H:8]1[C:11](=[O:12])[N:10]([C:13]2[CH:18]=[CH:17][C:16](I)=[CH:15][CH:14]=2)[C@@H:9]1[C:20]1[CH:25]=[CH:24][C:23]([O:26][Si:27]([C:30]([CH3:33])([CH3:32])[CH3:31])([CH3:29])[CH3:28])=[CH:22][CH:21]=1)(=[O:3])[CH3:2].[CH2:41]([NH:44][S:45]([CH3:48])(=[O:47])=[O:46])[C:42]#[CH:43].C(N(CC)CC)C, predict the reaction product. (10) Given the reactants Cl[C:2]1[N:7]=[C:6]([NH2:8])[CH:5]=[CH:4][N:3]=1.Cl.Cl.[N:11]1([CH:16]2[CH2:21][CH2:20][NH:19][CH2:18][CH2:17]2)[CH:15]=[CH:14][N:13]=[CH:12]1, predict the reaction product. The product is: [N:11]1([CH:16]2[CH2:21][CH2:20][N:19]([C:2]3[N:7]=[C:6]([NH2:8])[CH:5]=[CH:4][N:3]=3)[CH2:18][CH2:17]2)[CH:15]=[CH:14][N:13]=[CH:12]1.